Task: Predict the reactants needed to synthesize the given product.. Dataset: Full USPTO retrosynthesis dataset with 1.9M reactions from patents (1976-2016) (1) Given the product [CH:3]1[CH:2]=[CH:9][C:8]2[O:31][CH2:27][CH2:28][C:6](=[O:7])[C:5]=2[CH:4]=1, predict the reactants needed to synthesize it. The reactants are: I[C:2]1[CH:9]=[CH:8][C:5]([CH:6]=[O:7])=[CH:4][CH:3]=1.N1CCCCC1.C1CCN2C(=NCCC2)CC1.[CH:27]([OH:31])(CC)[CH3:28]. (2) Given the product [C:22]([C:9]1[CH:10]=[N:11][C:12]2[C:17]([C:8]=1[C:4]1[CH:3]=[C:2]([CH:7]=[CH:6][CH:5]=1)[O:1][C:37]1[CH:38]=[C:33]([CH:34]=[CH:35][CH:36]=1)[C:30]([OH:32])=[O:31])=[CH:16][CH:15]=[CH:14][C:13]=2[C:18]([F:21])([F:19])[F:20])(=[O:23])[C:24]1[CH:25]=[CH:26][CH:27]=[CH:28][CH:29]=1, predict the reactants needed to synthesize it. The reactants are: [OH:1][C:2]1[CH:3]=[C:4]([C:8]2[C:17]3[C:12](=[C:13]([C:18]([F:21])([F:20])[F:19])[CH:14]=[CH:15][CH:16]=3)[N:11]=[CH:10][C:9]=2[C:22]([C:24]2[CH:29]=[CH:28][CH:27]=[CH:26][CH:25]=2)=[O:23])[CH:5]=[CH:6][CH:7]=1.[C:30]([C:33]1[CH:34]=[C:35](B(O)O)[CH:36]=[CH:37][CH:38]=1)([OH:32])=[O:31].C(N(CC)CC)C. (3) Given the product [CH3:1][O:2][C:3](=[O:26])[CH2:4][C@H:5]1[C:9]2[CH:10]=[CH:11][C:12]([O:14][C@H:15]3[C:23]4[C:18](=[C:19]([O:25][C:31]5[N:30]=[N:29][C:28]([Cl:27])=[CH:33][CH:32]=5)[CH:20]=[CH:21][C:22]=4[F:24])[CH2:17][CH2:16]3)=[CH:13][C:8]=2[O:7][CH2:6]1, predict the reactants needed to synthesize it. The reactants are: [CH3:1][O:2][C:3](=[O:26])[CH2:4][C@H:5]1[C:9]2[CH:10]=[CH:11][C:12]([O:14][C@H:15]3[C:23]4[C:18](=[C:19]([OH:25])[CH:20]=[CH:21][C:22]=4[F:24])[CH2:17][CH2:16]3)=[CH:13][C:8]=2[O:7][CH2:6]1.[Cl:27][C:28]1[N:29]=[N:30][C:31](Cl)=[CH:32][CH:33]=1.